From a dataset of Forward reaction prediction with 1.9M reactions from USPTO patents (1976-2016). Predict the product of the given reaction. Given the reactants [Cl:1][C:2]1[CH:9]=[CH:8][C:5]([CH2:6][NH2:7])=[CH:4][CH:3]=1.ClC(Cl)(OC(=O)OC(Cl)(Cl)Cl)Cl.[N-:22]=[C:23]=[O:24].N[C:26]1[C:31]2[O:32][CH2:33][C:34](=[O:36])[NH:35][C:30]=2[CH:29]=[CH:28][CH:27]=1, predict the reaction product. The product is: [Cl:1][C:2]1[CH:9]=[CH:8][C:5]([CH2:6][NH:7][C:23]([NH:22][C:26]2[C:31]3[O:32][CH2:33][C:34](=[O:36])[NH:35][C:30]=3[CH:29]=[CH:28][CH:27]=2)=[O:24])=[CH:4][CH:3]=1.